From a dataset of Forward reaction prediction with 1.9M reactions from USPTO patents (1976-2016). Predict the product of the given reaction. (1) Given the reactants CSC.B.[Br:5][C:6]1[CH:11]=[CH:10][CH:9]=[CH:8][C:7]=1[CH2:12][CH2:13][C:14](O)=[O:15].S(C)C, predict the reaction product. The product is: [Br:5][C:6]1[CH:11]=[CH:10][CH:9]=[CH:8][C:7]=1[CH2:12][CH2:13][CH2:14][OH:15]. (2) Given the reactants [C:1]([O:5][C:6](=[O:22])[NH:7][C:8]1[CH:13]=[CH:12][C:11]([C:14]2[CH:19]=[CH:18][CH:17]=[CH:16][C:15]=2[F:20])=[CH:10][C:9]=1[NH2:21])([CH3:4])([CH3:3])[CH3:2].C([O:27][C:28](=O)[CH2:29][C:30]([C:32]1[CH:37]=[CH:36][CH:35]=[C:34]([C:38]2[CH:39]=[N:40][C:41]([CH3:44])=[CH:42][CH:43]=2)[CH:33]=1)=[O:31])(C)(C)C, predict the reaction product. The product is: [C:1]([O:5][C:6](=[O:22])[NH:7][C:8]1[CH:13]=[CH:12][C:11]([C:14]2[CH:19]=[CH:18][CH:17]=[CH:16][C:15]=2[F:20])=[CH:10][C:9]=1[NH:21][C:28](=[O:27])[CH2:29][C:30]([C:32]1[CH:37]=[CH:36][CH:35]=[C:34]([C:38]2[CH:39]=[N:40][C:41]([CH3:44])=[CH:42][CH:43]=2)[CH:33]=1)=[O:31])([CH3:4])([CH3:2])[CH3:3]. (3) Given the reactants Cl.Cl.[NH2:3][CH2:4][C:5]1[CH:26]=[CH:25][C:8]([C:9]([N:11]([CH2:18][C:19]2[CH:24]=[CH:23][CH:22]=[CH:21][CH:20]=2)[N:12]2[CH2:17][CH2:16][O:15][CH2:14][CH2:13]2)=[O:10])=[CH:7][CH:6]=1.[CH:27](=O)[C:28]1[CH:33]=[CH:32][CH:31]=[CH:30][CH:29]=1.C(N(CC)CC)C.C([O-])(O)=O.[Na+], predict the reaction product. The product is: [CH2:18]([N:11]([N:12]1[CH2:17][CH2:16][O:15][CH2:14][CH2:13]1)[C:9](=[O:10])[C:8]1[CH:7]=[CH:6][C:5]([CH:4]=[N:3][CH2:27][C:28]2[CH:33]=[CH:32][CH:31]=[CH:30][CH:29]=2)=[CH:26][CH:25]=1)[C:19]1[CH:20]=[CH:21][CH:22]=[CH:23][CH:24]=1. (4) Given the reactants [F:1][C:2]1[CH:29]=[CH:28][C:5]([O:6][C:7]2[CH:27]=[CH:26][CH:25]=[CH:24][C:8]=2[C:9]([NH:11][C:12]2[CH:17]=[CH:16][CH:15]=[CH:14][C:13]=2/[CH:18]=[CH:19]/[C:20](OC)=[O:21])=[O:10])=[C:4]([O:30][CH3:31])[CH:3]=1.[NH2:32][OH:33].[OH-].[Na+], predict the reaction product. The product is: [F:1][C:2]1[CH:29]=[CH:28][C:5]([O:6][C:7]2[CH:27]=[CH:26][CH:25]=[CH:24][C:8]=2[C:9]([NH:11][C:12]2[CH:17]=[CH:16][CH:15]=[CH:14][C:13]=2/[CH:18]=[CH:19]/[C:20](=[O:21])[NH:32][OH:33])=[O:10])=[C:4]([O:30][CH3:31])[CH:3]=1. (5) Given the reactants Br[C:2]1[CH:3]=[C:4]([C:24]([F:27])([F:26])[F:25])[N:5]2[CH2:22][CH2:21][N:20]([CH3:23])[C:7]3([CH2:12][CH2:11][N:10]([C:13]([O:15][C:16]([CH3:19])([CH3:18])[CH3:17])=[O:14])[CH2:9][CH2:8]3)[C:6]=12.[Li]CCCC.C1(S(N([F:52])S(C2C=CC=CC=2)(=O)=O)(=O)=O)C=CC=CC=1, predict the reaction product. The product is: [F:52][C:2]1[CH:3]=[C:4]([C:24]([F:27])([F:26])[F:25])[N:5]2[CH2:22][CH2:21][N:20]([CH3:23])[C:7]3([CH2:12][CH2:11][N:10]([C:13]([O:15][C:16]([CH3:19])([CH3:18])[CH3:17])=[O:14])[CH2:9][CH2:8]3)[C:6]=12. (6) Given the reactants [CH3:1][O:2][C:3]([C:5]1[C:6]2[N:14]([CH3:15])[CH:13]=[CH:12][C:7]=2[C:8](=O)[NH:9][CH:10]=1)=[O:4].P(Cl)([Cl:25])(OC1C=CC=CC=1)=O, predict the reaction product. The product is: [CH3:1][O:2][C:3]([C:5]1[C:6]2[N:14]([CH3:15])[CH:13]=[CH:12][C:7]=2[C:8]([Cl:25])=[N:9][CH:10]=1)=[O:4]. (7) Given the reactants [CH3:1][S:2](Cl)(=[O:4])=[O:3].[CH:6]([NH:10][C:11](=[O:31])[CH:12]([O:18][C:19]1[CH:24]=[CH:23][C:22]([C:25]#[N:26])=[C:21]([C:27]([F:30])([F:29])[F:28])[CH:20]=1)[C:13]([CH3:17])([CH3:16])[CH2:14][OH:15])([CH2:8][CH3:9])[CH3:7], predict the reaction product. The product is: [CH:6]([NH:10][C:11]([CH:12]([O:18][C:19]1[CH:24]=[CH:23][C:22]([C:25]#[N:26])=[C:21]([C:27]([F:29])([F:30])[F:28])[CH:20]=1)[C:13]([CH3:16])([CH3:17])[CH2:14][O:15][S:2]([CH3:1])(=[O:4])=[O:3])=[O:31])([CH2:8][CH3:9])[CH3:7].